Dataset: Forward reaction prediction with 1.9M reactions from USPTO patents (1976-2016). Task: Predict the product of the given reaction. Given the reactants [Br:1][C:2]1[C:15]2[C:16]3=[C:17]4[C:12](=[CH:13][CH:14]=2)[CH:11]=[CH:10][C:9](Br)=[C:8]4[CH:7]=[CH:6][C:5]3=[CH:4][CH:3]=1.[C:19]1(B(O)O)[CH:24]=[CH:23][CH:22]=[CH:21][CH:20]=1.C(=O)([O-])[O-].[Na+].[Na+], predict the reaction product. The product is: [C:19]1([C:9]2[C:8]3[C:17]4=[C:16]5[C:5](=[CH:6][CH:7]=3)[CH:4]=[CH:3][C:2]([Br:1])=[C:15]5[CH:14]=[CH:13][C:12]4=[CH:11][CH:10]=2)[CH:24]=[CH:23][CH:22]=[CH:21][CH:20]=1.